Dataset: Catalyst prediction with 721,799 reactions and 888 catalyst types from USPTO. Task: Predict which catalyst facilitates the given reaction. (1) Reactant: [C:1]([C:4]1[C:5]2[N:6]([C:10]([C:13]3[C:18]([C:19]#[N:20])=[CH:17][N:16]=[C:15]([NH:21][C@H:22]([C:24]4[CH:29]=[CH:28][C:27]([N:30]5[CH2:35][CH2:34][NH:33][CH2:32][CH2:31]5)=[CH:26][CH:25]=4)[CH3:23])[N:14]=3)=[CH:11][N:12]=2)[CH:7]=[CH:8][CH:9]=1)(=[O:3])[CH3:2].[Na].C(=O)([O-])O.[Na+]. Product: [OH:3][CH:1]([C:4]1[C:5]2[N:6]([C:10]([C:13]3[C:18]([C:19]#[N:20])=[CH:17][N:16]=[C:15]([NH:21][C@H:22]([C:24]4[CH:29]=[CH:28][C:27]([N:30]5[CH2:31][CH2:32][NH:33][CH2:34][CH2:35]5)=[CH:26][CH:25]=4)[CH3:23])[N:14]=3)=[CH:11][N:12]=2)[CH:7]=[CH:8][CH:9]=1)[CH3:2]. The catalyst class is: 83. (2) Reactant: [C:1]1([CH:7]2[O:12][CH2:11][CH2:10][NH:9][CH2:8]2)[CH:6]=[CH:5][CH:4]=[CH:3][CH:2]=1.[S:13]1[CH:17]=[CH:16][CH:15]=[C:14]1[CH2:18][C:19](Cl)=[O:20].C(N(CC)CC)C. Product: [C:1]1([CH:7]2[O:12][CH2:11][CH2:10][N:9]([C:19](=[O:20])[CH2:18][C:14]3[S:13][CH:17]=[CH:16][CH:15]=3)[CH2:8]2)[CH:2]=[CH:3][CH:4]=[CH:5][CH:6]=1. The catalyst class is: 4. (3) Reactant: [F:1][C:2]([F:11])([F:10])[C:3]1[CH:7]=[C:6]([CH2:8]O)[O:5][N:4]=1.[Br:12]P(Br)Br. Product: [Br:12][CH2:8][C:6]1[O:5][N:4]=[C:3]([C:2]([F:11])([F:10])[F:1])[CH:7]=1. The catalyst class is: 9. (4) Reactant: [CH3:1][O:2][C:3](=[O:25])[CH2:4][C:5]1[C:14]([CH3:15])=[C:13](OS(C(F)(F)F)(=O)=O)[C:12]2[C:7](=[CH:8][CH:9]=[C:10]([F:24])[CH:11]=2)[CH:6]=1.[B:26]1([B:26]2[O:30][C:29]([CH3:32])([CH3:31])[C:28]([CH3:34])([CH3:33])[O:27]2)[O:30][C:29]([CH3:32])([CH3:31])[C:28]([CH3:34])([CH3:33])[O:27]1.C([O-])(=O)C.[K+].C(OCC)(=O)C.CCCCCC. Product: [CH3:1][O:2][C:3](=[O:25])[CH2:4][C:5]1[C:14]([CH3:15])=[C:13]([B:26]2[O:30][C:29]([CH3:32])([CH3:31])[C:28]([CH3:34])([CH3:33])[O:27]2)[C:12]2[C:7](=[CH:8][CH:9]=[C:10]([F:24])[CH:11]=2)[CH:6]=1. The catalyst class is: 128. (5) Reactant: [Si]([O:8][C@H:9]([C:25]1[CH:30]=[CH:29][C:28]([OH:31])=[C:27]([CH2:32][OH:33])[CH:26]=1)[CH2:10][NH:11][C@H:12]([CH3:24])[CH2:13][C:14]1[CH:15]=[C:16](CC(O)=O)[CH:17]=[CH:18][CH:19]=1)(C(C)(C)C)(C)C.Cl.CN(C)CCCN=C=NCC.O.O[C:48]1[C:56]2N=NN[C:52]=2[CH:51]=[CH:50][CH:49]=1.C([N:59]([CH2:62][CH3:63])[CH2:60][CH3:61])C.C[O:65]C1C=CC=C(OC)C=1CN. Product: [NH3:11].[OH:8][C@H:9]([C:25]1[CH:30]=[CH:29][C:28]([OH:31])=[C:27]([CH2:32][OH:33])[CH:26]=1)[CH2:10][NH:11][C@H:12]([CH3:24])[CH2:13][C:14]1[CH:19]=[CH:18][C:17]([CH2:63][C:62]([NH:59][CH2:60][CH2:61][C:48]2[CH:56]=[CH:52][CH:51]=[CH:50][CH:49]=2)=[O:65])=[CH:16][CH:15]=1. The catalyst class is: 9. (6) Product: [CH3:17][O:16][CH2:15][C:5]([CH2:6][O:7][C:8]([CH:12]([CH3:14])[CH3:13])([CH3:18])[CH3:11])([C:1]([CH3:2])([CH3:3])[CH3:4])[CH2:10][OH:9]. Reactant: [C:1]([C:5]1([CH2:15][O:16][CH3:17])[CH2:10][O:9][C:8]([CH:12]([CH3:14])[CH3:13])([CH3:11])[O:7][CH2:6]1)([CH3:4])([CH3:3])[CH3:2].[CH2:18](OCC)C.C[Mg]I.CCCCCC.C(OCC)(=O)C.C(N(CC)CC)C. The catalyst class is: 11. (7) Product: [ClH:21].[CH:1]1([C@H:7]2[N:12]3[CH:13]=[C:14]([C:19]([N:41]4[C@H:42]([CH3:44])[CH2:43][N:38]([CH2:31][C:32]5[CH:37]=[CH:36][CH:35]=[CH:34][CH:33]=5)[CH2:39][C@@H:40]4[CH3:45])=[O:20])[C:15]4[CH:16]=[CH:17][CH:18]=[C:10]([C:11]=43)[O:9][CH2:8]2)[CH2:6][CH2:5][CH2:4][CH2:3][CH2:2]1. Reactant: [CH:1]1([C@H:7]2[N:12]3[CH:13]=[C:14]([C:19]([Cl:21])=[O:20])[C:15]4[CH:16]=[CH:17][CH:18]=[C:10]([C:11]=43)[O:9][CH2:8]2)[CH2:6][CH2:5][CH2:4][CH2:3][CH2:2]1.C(N(CC)C(C)C)(C)C.[CH2:31]([N:38]1[CH2:43][C@H:42]([CH3:44])[NH:41][C@H:40]([CH3:45])[CH2:39]1)[C:32]1[CH:37]=[CH:36][CH:35]=[CH:34][CH:33]=1. The catalyst class is: 4.